Dataset: Full USPTO retrosynthesis dataset with 1.9M reactions from patents (1976-2016). Task: Predict the reactants needed to synthesize the given product. (1) Given the product [CH2:7]([NH:3][C:4]1[N:9]=[CH:8][C:7]([C:10]2[CH:19]=[CH:18][C:17]3[N:16]=[CH:15][C:14]4[N:20]([CH3:37])[C:21](=[N:34][C:35]#[N:36])[N:22]([C:23]5[CH:24]=[N:25][C:26]([C:29]([C:32]#[N:33])([CH3:30])[CH3:31])=[CH:27][CH:28]=5)[C:13]=4[C:12]=3[CH:11]=2)=[CH:6][C:5]=1[C:38]([F:40])([F:39])[F:41])[C:10]1[CH:19]=[CH:18][CH:17]=[CH:12][CH:11]=1, predict the reactants needed to synthesize it. The reactants are: [H-].[Na+].[NH2:3][C:4]1[N:9]=[CH:8][C:7]([C:10]2[CH:19]=[CH:18][C:17]3[N:16]=[CH:15][C:14]4[N:20]([CH3:37])[C:21](=[N:34][C:35]#[N:36])[N:22]([C:23]5[CH:24]=[N:25][C:26]([C:29]([C:32]#[N:33])([CH3:31])[CH3:30])=[CH:27][CH:28]=5)[C:13]=4[C:12]=3[CH:11]=2)=[CH:6][C:5]=1[C:38]([F:41])([F:40])[F:39]. (2) Given the product [CH3:47][O:46][C@@H:15]([CH2:16][C:17]1[C:26]2[C:21](=[CH:22][CH:23]=[CH:24][CH:25]=2)[C:20]([O:27][CH2:28][CH2:29][C:30]2[N:31]=[C:32]([C:36]3[CH:37]=[CH:38][C:39]([C:42]([F:44])([F:45])[F:43])=[CH:40][CH:41]=3)[O:33][C:34]=2[CH3:35])=[CH:19][CH:18]=1)[C:55]([OH:54])=[O:49], predict the reactants needed to synthesize it. The reactants are: C([C@H]1COC(=O)N1C(=O)[C@@H:15]([O:46][CH3:47])[CH2:16][C:17]1[C:26]2[C:21](=[CH:22][CH:23]=[CH:24][CH:25]=2)[C:20]([O:27][CH2:28][CH2:29][C:30]2[N:31]=[C:32]([C:36]3[CH:41]=[CH:40][C:39]([C:42]([F:45])([F:44])[F:43])=[CH:38][CH:37]=3)[O:33][C:34]=2[CH3:35])=[CH:19][CH:18]=1)C1C=CC=CC=1.[OH-:49].[Na+].C1[CH2:55][O:54]CC1. (3) The reactants are: [CH3:1][N:2]([CH3:51])[CH2:3][C:4]([N:6]1[C:15]2[C:10](=[CH:11][C:12]([O:49][CH3:50])=[C:13]([NH:16][C:17]3[N:18]=[C:19]([NH:36][C:37]4[C:42]([C:43]([NH:45][CH3:46])=[O:44])=[C:41]([F:47])[C:40]([F:48])=[CH:39][CH:38]=4)[C:20]4[CH:25]=[CH:24][N:23](S(C5C=CC(C)=CC=5)(=O)=O)[C:21]=4[N:22]=3)[CH:14]=2)[CH2:9][CH2:8][CH2:7]1)=[O:5].O.[OH-].[Na+]. Given the product [CH3:51][N:2]([CH3:1])[CH2:3][C:4]([N:6]1[C:15]2[C:10](=[CH:11][C:12]([O:49][CH3:50])=[C:13]([NH:16][C:17]3[NH:22][C:21]4=[N:23][CH:24]=[CH:25][C:20]4=[C:19]([NH:36][C:37]4[C:42]([C:43]([NH:45][CH3:46])=[O:44])=[C:41]([F:47])[C:40]([F:48])=[CH:39][CH:38]=4)[N:18]=3)[CH:14]=2)[CH2:9][CH2:8][CH2:7]1)=[O:5], predict the reactants needed to synthesize it. (4) Given the product [CH3:42][O:41][C:40]1[C:34]2[O:33][C:32]([CH:30]([OH:31])[CH2:29][CH2:28][CH2:27][OH:26])=[CH:36][C:35]=2[CH:37]=[CH:38][CH:39]=1, predict the reactants needed to synthesize it. The reactants are: [F-].C([N+](CCCC)(CCCC)CCCC)CCC.[Si]([O:26][CH2:27][CH2:28][CH2:29][CH:30]([C:32]1[O:33][C:34]2[C:40]([O:41][CH3:42])=[CH:39][CH:38]=[CH:37][C:35]=2[CH:36]=1)[OH:31])(C(C)(C)C)(C)C. (5) Given the product [CH2:1]([O:8][C:9]1[CH:10]=[CH:11][C:12]([O:15][C:23]([CH3:32])([CH3:31])[C:24]([O:26][C:27]([CH3:30])([CH3:29])[CH3:28])=[O:25])=[CH:13][CH:14]=1)[C:2]1[CH:3]=[CH:4][CH:5]=[CH:6][CH:7]=1, predict the reactants needed to synthesize it. The reactants are: [CH2:1]([O:8][C:9]1[CH:14]=[CH:13][C:12]([OH:15])=[CH:11][CH:10]=1)[C:2]1[CH:7]=[CH:6][CH:5]=[CH:4][CH:3]=1.C(=O)([O-])[O-].[K+].[K+].Br[C:23]([CH3:32])([CH3:31])[C:24]([O:26][C:27]([CH3:30])([CH3:29])[CH3:28])=[O:25]. (6) The reactants are: [N:1]1[C:10]2[C:5](=[CH:6][CH:7]=[CH:8][CH:9]=2)[CH:4]=[CH:3][C:2]=1[CH2:11][O:12][C:13]1[CH:14]=[C:15]([CH:18]=[CH:19][CH:20]=1)[CH2:16]O.S(Cl)([Cl:23])=O. Given the product [N:1]1[C:10]2[C:5](=[CH:6][CH:7]=[CH:8][CH:9]=2)[CH:4]=[CH:3][C:2]=1[CH2:11][O:12][C:13]1[CH:14]=[C:15]([CH:18]=[CH:19][CH:20]=1)[CH2:16][Cl:23], predict the reactants needed to synthesize it. (7) Given the product [CH2:7]([OH:8])[CH2:6][CH2:5][CH2:4][CH2:3][CH:2]([OH:1])[CH3:10], predict the reactants needed to synthesize it. The reactants are: [OH:1][CH:2]([CH3:10])[CH2:3][CH2:4][CH2:5][CH2:6][C:7](O)=[O:8].O. (8) Given the product [Si:15]([O:14][CH2:13][CH2:12][C:11]1[CH:10]=[CH:9][S:8][C:7]=1[CH:27]([C:26]1[CH:29]=[CH:30][C:23]([F:22])=[CH:24][CH:25]=1)[OH:28])([C:18]([CH3:21])([CH3:20])[CH3:19])([CH3:17])[CH3:16], predict the reactants needed to synthesize it. The reactants are: C([Li])CCC.Br[C:7]1[S:8][CH:9]=[CH:10][C:11]=1[CH2:12][CH2:13][O:14][Si:15]([C:18]([CH3:21])([CH3:20])[CH3:19])([CH3:17])[CH3:16].[F:22][C:23]1[CH:30]=[CH:29][C:26]([CH:27]=[O:28])=[CH:25][CH:24]=1.[Cl-].[NH4+].